Dataset: Peptide-MHC class I binding affinity with 185,985 pairs from IEDB/IMGT. Task: Regression. Given a peptide amino acid sequence and an MHC pseudo amino acid sequence, predict their binding affinity value. This is MHC class I binding data. (1) The peptide sequence is RETLQEIVL. The MHC is H-2-Kk with pseudo-sequence H-2-Kk. The binding affinity (normalized) is 0.252. (2) The peptide sequence is PVETLFGSYI. The MHC is HLA-A02:03 with pseudo-sequence HLA-A02:03. The binding affinity (normalized) is 0.133. (3) The peptide sequence is VSIAAAASV. The MHC is H-2-Db with pseudo-sequence H-2-Db. The binding affinity (normalized) is 0.0554. (4) The peptide sequence is LLPYPIAGC. The MHC is HLA-A03:01 with pseudo-sequence HLA-A03:01. The binding affinity (normalized) is 0.0847. (5) The peptide sequence is CLSLSNLDFR. The MHC is HLA-A03:01 with pseudo-sequence HLA-A03:01. The binding affinity (normalized) is 0.198. (6) The peptide sequence is YMYQYIQEL. The MHC is HLA-E01:01 with pseudo-sequence HLA-E01:03. The binding affinity (normalized) is 0.0847. (7) The peptide sequence is SYINRTGTF. The MHC is HLA-A26:01 with pseudo-sequence HLA-A26:01. The binding affinity (normalized) is 0.